This data is from Full USPTO retrosynthesis dataset with 1.9M reactions from patents (1976-2016). The task is: Predict the reactants needed to synthesize the given product. (1) Given the product [CH2:67]([OH:68])[C@H:37]1[O:38][C@@H:39]2[O:44][C@H:45]3[C@H:50]([OH:51])[C@@H:49]([OH:52])[C@@H:48]([O:53][C@H:54]4[C@H:60]([OH:61])[C@@H:59]([OH:62])[C@@H:57]([O:58][C@H:3]5[C@H:4]([OH:76])[C@@H:5]([OH:75])[C@@H:6]([O:8][C@H:9]6[C@H:14]([OH:15])[C@@H:13]([OH:16])[C@@H:12]([O:17][C@H:18]7[C@H:23]([OH:24])[C@@H:22]([OH:25])[C@@H:21]([O:26][C@H:27]8[C@H:32]([OH:33])[C@@H:31]([OH:34])[C@@H:30]([O:35][C@H:36]1[C@H:41]([OH:42])[C@H:40]2[OH:43])[O:29][C@@H:28]8[CH2:69][OH:70])[O:20][C@@H:19]7[CH2:71][OH:72])[O:11][C@@H:10]6[CH2:73][OH:74])[O:7][C@@H:2]5[CH2:1][OH:77])[O:56][C@@H:55]4[CH2:63][OH:64])[O:47][C@@H:46]3[CH2:65][OH:66].[NH2:78][CH2:79][C:80]([OH:82])=[O:81], predict the reactants needed to synthesize it. The reactants are: [CH2:1]([OH:77])[C@H:2]1[O:7][C@@H:6]2[O:8][C@H:9]3[C@H:14]([OH:15])[C@@H:13]([OH:16])[C@@H:12]([O:17][C@H:18]4[C@H:23]([OH:24])[C@@H:22]([OH:25])[C@@H:21]([O:26][C@H:27]5[C@H:32]([OH:33])[C@@H:31]([OH:34])[C@@H:30]([O:35][C@H:36]6[C@H:41]([OH:42])[C@@H:40]([OH:43])[C@@H:39]([O:44][C@H:45]7[C@H:50]([OH:51])[C@@H:49]([OH:52])[C@@H:48]([O:53][C@H:54]8[C@H:60]([OH:61])[C@@H:59]([OH:62])[C@@H:57]([O:58][C@H:3]1[C@H:4]([OH:76])[C@H:5]2[OH:75])[O:56][C@@H:55]8[CH2:63][OH:64])[O:47][C@@H:46]7[CH2:65][OH:66])[O:38][C@@H:37]6[CH2:67][OH:68])[O:29][C@@H:28]5[CH2:69][OH:70])[O:20][C@@H:19]4[CH2:71][OH:72])[O:11][C@@H:10]3[CH2:73][OH:74].[NH2:78][CH2:79][C:80]([OH:82])=[O:81]. (2) Given the product [OH:1][C:2]1[CH:3]=[CH:4][CH:5]=[C:6]2[C:11]=1[N:10]=[C:9]([CH2:12][CH2:13][C:14]([O:16][CH3:17])=[O:15])[CH:8]=[CH:7]2, predict the reactants needed to synthesize it. The reactants are: [OH:1][C:2]1[CH:3]=[CH:4][CH:5]=[C:6]2[C:11]=1[N:10]=[C:9](/[CH:12]=[CH:13]/[C:14]([O:16][CH3:17])=[O:15])[CH:8]=[CH:7]2.OC1C=CC=C2C=1N=C(/C=C\C(OC)=O)C=C2. (3) Given the product [F:14][C:15]1[C:20]([F:21])=[CH:19][CH:18]=[CH:17][C:16]=1[CH2:22][O:23][C:2]1[CH:12]=[C:6]2[N:7]([CH3:11])[CH2:8][CH2:9][CH2:10][N:5]2[C:4](=[O:13])[N:3]=1, predict the reactants needed to synthesize it. The reactants are: Cl[C:2]1[CH:12]=[C:6]2[N:7]([CH3:11])[CH2:8][CH2:9][CH2:10][N:5]2[C:4](=[O:13])[N:3]=1.[F:14][C:15]1[C:20]([F:21])=[CH:19][CH:18]=[CH:17][C:16]=1[CH2:22][OH:23]. (4) Given the product [F:13][C:11]([C:9]1[N:10]=[C:6]2[N:5]=[C:4]([CH3:15])[CH:3]=[C:2]([NH:16][C:17]3[CH:22]=[CH:21][C:20]([S:23]([F:28])([F:24])([F:25])([F:26])[F:27])=[CH:19][CH:18]=3)[N:7]2[N:8]=1)([F:14])[CH3:12], predict the reactants needed to synthesize it. The reactants are: Cl[C:2]1[N:7]2[N:8]=[C:9]([C:11]([F:14])([F:13])[CH3:12])[N:10]=[C:6]2[N:5]=[C:4]([CH3:15])[CH:3]=1.[NH2:16][C:17]1[CH:22]=[CH:21][C:20]([S:23]([F:28])([F:27])([F:26])([F:25])[F:24])=[CH:19][CH:18]=1.